From a dataset of Forward reaction prediction with 1.9M reactions from USPTO patents (1976-2016). Predict the product of the given reaction. (1) Given the reactants [Cl:1][C:2]1[CH:7]=[CH:6][C:5]([C:8]2[CH:13]=[CH:12][CH:11]=[CH:10][C:9]=2[CH2:14][N:15]2[CH2:20][CH2:19][N:18]3[C:21]4[CH:27]=[N:26][C:25]([C:28]([NH:30][S:31]([C:34]5[CH:39]=[CH:38][C:37]([NH:40][C@@H:41]([CH2:47][S:48][C:49]6[CH:54]=[CH:53][CH:52]=[CH:51][CH:50]=6)[CH2:42][CH2:43][N:44]([CH3:46])[CH3:45])=[C:36]([N+:55]([O-:57])=[O:56])[CH:35]=5)(=[O:33])=[O:32])=[O:29])=[CH:24][C:22]=4[CH2:23][CH:17]3[CH2:16]2)=[CH:4][CH:3]=1.[ClH:58], predict the reaction product. The product is: [ClH:1].[ClH:58].[ClH:1].[Cl:1][C:2]1[CH:3]=[CH:4][C:5]([C:8]2[CH:13]=[CH:12][CH:11]=[CH:10][C:9]=2[CH2:14][N:15]2[CH2:20][CH2:19][N:18]3[C:21]4[CH:27]=[N:26][C:25]([C:28]([NH:30][S:31]([C:34]5[CH:39]=[CH:38][C:37]([NH:40][C@@H:41]([CH2:47][S:48][C:49]6[CH:54]=[CH:53][CH:52]=[CH:51][CH:50]=6)[CH2:42][CH2:43][N:44]([CH3:46])[CH3:45])=[C:36]([N+:55]([O-:57])=[O:56])[CH:35]=5)(=[O:33])=[O:32])=[O:29])=[CH:24][C:22]=4[CH2:23][CH:17]3[CH2:16]2)=[CH:6][CH:7]=1. (2) Given the reactants [OH:1][N:2]=[C:3]([C:10]1[CH:15]=[CH:14][CH:13]=[C:12]([S:16][CH3:17])[CH:11]=1)[C:4]1[N:8]([CH3:9])[N:7]=[N:6][N:5]=1.C(=O)([O-])[O-].[Cs+].[Cs+].[I-].[K+].[Br:26][C:27]1[S:28][CH:29]=[C:30]([CH2:32]Br)[N:31]=1, predict the reaction product. The product is: [Br:26][C:27]1[S:28][CH:29]=[C:30]([CH2:32][O:1][N:2]=[C:3]([C:10]2[CH:15]=[CH:14][CH:13]=[C:12]([S:16][CH3:17])[CH:11]=2)[C:4]2[N:8]([CH3:9])[N:7]=[N:6][N:5]=2)[N:31]=1. (3) Given the reactants Br[C:2]1[CH:3]=[N:4][C:5]([O:8][CH:9]2[CH:14]3[CH2:15][CH2:16][N:11]([CH2:12][CH2:13]3)[CH2:10]2)=[N:6][CH:7]=1.[NH2:17][C:18]1[CH:19]=[C:20](B(O)O)[CH:21]=[CH:22][CH:23]=1, predict the reaction product. The product is: [N:11]12[CH2:16][CH2:15][CH:14]([CH2:13][CH2:12]1)[CH:9]([O:8][C:5]1[N:4]=[CH:3][C:2]([C:22]3[CH:23]=[C:18]([CH:19]=[CH:20][CH:21]=3)[NH2:17])=[CH:7][N:6]=1)[CH2:10]2. (4) Given the reactants [NH2:1][C:2]1[C:7]([F:8])=[C:6]([C:9]2[CH:14]=[CH:13][C:12]([CH:15]=O)=[CH:11][CH:10]=2)[N:5]=[C:4]([C:17]([O:19][CH3:20])=[O:18])[C:3]=1[O:21][CH3:22].[C:23]([O-])([O-])=O.[K+].[K+].CO.[N+](=C(P(=O)(OC)OC)C(=O)C)=[N-], predict the reaction product. The product is: [NH2:1][C:2]1[C:7]([F:8])=[C:6]([C:9]2[CH:14]=[CH:13][C:12]([C:15]#[CH:23])=[CH:11][CH:10]=2)[N:5]=[C:4]([C:17]([O:19][CH3:20])=[O:18])[C:3]=1[O:21][CH3:22]. (5) Given the reactants C[O:2][C:3](=[O:14])[C:4]1[CH:9]=[C:8]([O:10][CH3:11])[CH:7]=[C:6]([C:12]#[N:13])[CH:5]=1.[OH-].[Li+], predict the reaction product. The product is: [C:12]([C:6]1[CH:5]=[C:4]([CH:9]=[C:8]([O:10][CH3:11])[CH:7]=1)[C:3]([OH:14])=[O:2])#[N:13]. (6) The product is: [CH3:1][C:2]1[O:6][N:5]=[C:4]([C:7]2[CH:12]=[CH:11][CH:10]=[CH:9][CH:8]=2)[C:3]=1[CH:13]=[O:14]. Given the reactants [CH3:1][C:2]1[O:6][N:5]=[C:4]([C:7]2[CH:12]=[CH:11][CH:10]=[CH:9][CH:8]=2)[C:3]=1[CH2:13][OH:14], predict the reaction product. (7) Given the reactants [CH3:1][NH:2][CH3:3].C[Al](C)C.[F:8][C:9]1[CH:32]=[CH:31][C:12]([CH2:13][N:14]2[CH2:23][CH2:22][C:21]3[C:16](=[C:17]([OH:29])[C:18](=[O:28])[NH:19][C:20]=3[C:24]([O:26]C)=O)[C:15]2=[O:30])=[CH:11][CH:10]=1.Cl, predict the reaction product. The product is: [F:8][C:9]1[CH:10]=[CH:11][C:12]([CH2:13][N:14]2[CH2:23][CH2:22][C:21]3[C:16](=[C:17]([OH:29])[C:18](=[O:28])[NH:19][C:20]=3[C:24]([N:2]([CH3:3])[CH3:1])=[O:26])[C:15]2=[O:30])=[CH:31][CH:32]=1. (8) Given the reactants [CH3:1][O:2][C:3](=[O:41])[C@@H:4]([NH:33][C:34]([O:36][C:37]([CH3:40])([CH3:39])[CH3:38])=[O:35])[CH2:5][C:6]1[CH:7]=[CH:8][C:9]2[O:14][C@@H:13]([C:15]3[CH:20]=[CH:19][C:18]([O:21][CH2:22][C:23]4[CH:28]=[CH:27][C:26]([Cl:29])=[C:25]([Cl:30])[CH:24]=4)=[CH:17][CH:16]=3)[C:12](=[O:31])[NH:11][C:10]=2[CH:32]=1.CO.[C:44]1(P(C2C=CC=CC=2)C2C=CC=CC=2)C=CC=CC=1.CC(OC(/N=N/C(OC(C)C)=O)=O)C, predict the reaction product. The product is: [CH3:1][O:2][C:3](=[O:41])[C@@H:4]([NH:33][C:34]([O:36][C:37]([CH3:38])([CH3:40])[CH3:39])=[O:35])[CH2:5][C:6]1[CH:7]=[CH:8][C:9]2[O:14][C@@H:13]([C:15]3[CH:16]=[CH:17][C:18]([O:21][CH2:22][C:23]4[CH:28]=[CH:27][C:26]([Cl:29])=[C:25]([Cl:30])[CH:24]=4)=[CH:19][CH:20]=3)[C:12](=[O:31])[N:11]([CH3:44])[C:10]=2[CH:32]=1. (9) The product is: [C:1]1([C:31]2[CH:36]=[CH:35][CH:34]=[CH:33][CH:32]=2)[CH:6]=[CH:5][CH:4]=[C:3]([NH:7][C:8](=[O:30])[CH2:9][CH2:10][CH2:11][CH2:12][CH2:13][NH:14][C:15](=[O:29])[CH2:16][O:17][CH2:18][C:19]2[CH:20]=[CH:21][C:22]([CH2:23][OH:24])=[CH:27][CH:28]=2)[CH:2]=1. Given the reactants [C:1]1([C:31]2[CH:36]=[CH:35][CH:34]=[CH:33][CH:32]=2)[CH:6]=[CH:5][CH:4]=[C:3]([NH:7][C:8](=[O:30])[CH2:9][CH2:10][CH2:11][CH2:12][CH2:13][NH:14][C:15](=[O:29])[CH2:16][O:17][CH2:18][C:19]2[CH:28]=[CH:27][C:22]([C:23](OC)=[O:24])=[CH:21][CH:20]=2)[CH:2]=1.[H-].[H-].[H-].[H-].[Li+].[Al+3], predict the reaction product.